This data is from Merck oncology drug combination screen with 23,052 pairs across 39 cell lines. The task is: Regression. Given two drug SMILES strings and cell line genomic features, predict the synergy score measuring deviation from expected non-interaction effect. (1) Drug 1: O=C(NOCC(O)CO)c1ccc(F)c(F)c1Nc1ccc(I)cc1F. Drug 2: Cn1c(=O)n(-c2ccc(C(C)(C)C#N)cc2)c2c3cc(-c4cnc5ccccc5c4)ccc3ncc21. Cell line: RPMI7951. Synergy scores: synergy=46.6. (2) Drug 1: N#Cc1ccc(Cn2cncc2CN2CCN(c3cccc(Cl)c3)C(=O)C2)cc1. Drug 2: Cc1nc(Nc2ncc(C(=O)Nc3c(C)cccc3Cl)s2)cc(N2CCN(CCO)CC2)n1. Cell line: SW620. Synergy scores: synergy=45.0. (3) Drug 1: COC12C(COC(N)=O)C3=C(C(=O)C(C)=C(N)C3=O)N1CC1NC12. Drug 2: O=C(CCCCCCC(=O)Nc1ccccc1)NO. Cell line: EFM192B. Synergy scores: synergy=3.29. (4) Drug 1: O=S1(=O)NC2(CN1CC(F)(F)F)C1CCC2Cc2cc(C=CCN3CCC(C(F)(F)F)CC3)ccc2C1. Drug 2: Cn1nnc2c(C(N)=O)ncn2c1=O. Cell line: KPL1. Synergy scores: synergy=-7.45. (5) Drug 1: COC12C(COC(N)=O)C3=C(C(=O)C(C)=C(N)C3=O)N1CC1NC12. Drug 2: C=CCn1c(=O)c2cnc(Nc3ccc(N4CCN(C)CC4)cc3)nc2n1-c1cccc(C(C)(C)O)n1. Cell line: HCT116. Synergy scores: synergy=10.1. (6) Drug 1: CN(C)C(=N)N=C(N)N. Drug 2: CCN(CC)CCNC(=O)c1c(C)[nH]c(C=C2C(=O)Nc3ccc(F)cc32)c1C. Cell line: A2058. Synergy scores: synergy=7.39.